From a dataset of Forward reaction prediction with 1.9M reactions from USPTO patents (1976-2016). Predict the product of the given reaction. (1) Given the reactants [NH2:1][C:2]1[CH:3]=[CH:4][C:5]([S:12](=[O:25])(=[O:24])[NH:13][C:14]2[CH:15]=[CH:16][C:17]3[CH2:21][O:20][B:19]([OH:22])[C:18]=3[CH:23]=2)=[C:6]([CH2:8][C:9](O)=[O:10])[CH:7]=1.Cl.CN.C1C[N:32]([P+](ON2N=NC3C=CC=CC2=3)(N2CCCC2)N2CCCC2)[CH2:31]C1.F[P-](F)(F)(F)(F)F.O, predict the reaction product. The product is: [NH2:1][C:2]1[CH:3]=[CH:4][C:5]([S:12](=[O:24])(=[O:25])[NH:13][C:14]2[CH:15]=[CH:16][C:17]3[CH2:21][O:20][B:19]([OH:22])[C:18]=3[CH:23]=2)=[C:6]([CH2:8][C:9]([NH:32][CH3:31])=[O:10])[CH:7]=1. (2) Given the reactants O[CH2:2][CH2:3][CH2:4][C:5]1[CH:9]=[C:8]([C:10]2[CH:15]=[CH:14][C:13]([CH3:16])=[CH:12][CH:11]=2)[N:7]([C:17]2[CH:22]=[CH:21][C:20]([S:23]([NH2:26])(=[O:25])=[O:24])=[CH:19][CH:18]=2)[N:6]=1.C1C=CC(P(C2C=CC=CC=2)C2C=CC=CC=2)=CC=1.[C:46]1(=[O:56])[NH:50][C:49](=[O:51])[C:48]2=[CH:52][CH:53]=[CH:54][CH:55]=[C:47]12.CC(OC(/N=N/C(OC(C)C)=O)=O)C, predict the reaction product. The product is: [O:51]=[C:49]1[C:48]2[C:47](=[CH:55][CH:54]=[CH:53][CH:52]=2)[C:46](=[O:56])[N:50]1[CH2:2][CH2:3][CH2:4][C:5]1[CH:9]=[C:8]([C:10]2[CH:11]=[CH:12][C:13]([CH3:16])=[CH:14][CH:15]=2)[N:7]([C:17]2[CH:22]=[CH:21][C:20]([S:23]([NH2:26])(=[O:25])=[O:24])=[CH:19][CH:18]=2)[N:6]=1.